Dataset: Reaction yield outcomes from USPTO patents with 853,638 reactions. Task: Predict the reaction yield, written as a fraction of the theoretical maximum amount of product (1.0 means a 100% yield; for example, 0.34 means a 34% yield). (1) The reactants are [O:1]=[C:2]1[C:7]([CH2:8][C:9]2[CH:14]=[CH:13][C:12]([C:15]3[CH:20]=[CH:19][CH:18]=[CH:17][C:16]=3[C:21]3[NH:25][C:24](=[O:26])[O:23][N:22]=3)=[CH:11][CH:10]=2)=[C:6]([CH2:27][CH2:28][CH3:29])[N:5]2[N:30]=[CH:31][N:32]=[C:4]2[N:3]1[C@H:33]1[CH2:38][CH2:37][C@H:36]([O:39][CH2:40][C:41]2([C:45]([NH2:47])=O)[CH2:44][CH2:43][CH2:42]2)[CH2:35][CH2:34]1.N1C=CC=CC=1.FC(F)(F)C(OC(=O)C(F)(F)F)=O. The catalyst is O1CCCC1.C(OCC)(=O)C. The product is [O:1]=[C:2]1[C:7]([CH2:8][C:9]2[CH:14]=[CH:13][C:12]([C:15]3[CH:20]=[CH:19][CH:18]=[CH:17][C:16]=3[C:21]3[NH:25][C:24](=[O:26])[O:23][N:22]=3)=[CH:11][CH:10]=2)=[C:6]([CH2:27][CH2:28][CH3:29])[N:5]2[N:30]=[CH:31][N:32]=[C:4]2[N:3]1[C@H:33]1[CH2:34][CH2:35][C@H:36]([O:39][CH2:40][C:41]2([C:45]#[N:47])[CH2:44][CH2:43][CH2:42]2)[CH2:37][CH2:38]1. The yield is 0.690. (2) The reactants are C(OC([NH:8][C@@H:9]1[CH2:17][C:16]2[C:11](=[CH:12][CH:13]=[CH:14][CH:15]=2)[C@H:10]1[C:18]([CH2:27][CH2:28][O:29][CH3:30])([C:23]([O:25][CH3:26])=[O:24])[C:19]([O:21][CH3:22])=[O:20])=O)(C)(C)C.[ClH:31]. No catalyst specified. The product is [ClH:31].[NH2:8][C@@H:9]1[CH2:17][C:16]2[C:11](=[CH:12][CH:13]=[CH:14][CH:15]=2)[C@H:10]1[C:18]([CH2:27][CH2:28][O:29][CH3:30])([C:23]([O:25][CH3:26])=[O:24])[C:19]([O:21][CH3:22])=[O:20]. The yield is 1.00. (3) The reactants are [CH3:1][C:2]([C:4]1[CH:9]=[C:8]([Cl:10])[CH:7]=[CH:6][C:5]=1[Cl:11])=[O:3].[Br:12]Br.C([O-])(O)=O.[Na+]. The catalyst is C(OCC)C. The product is [Br:12][CH2:1][C:2]([C:4]1[CH:9]=[C:8]([Cl:10])[CH:7]=[CH:6][C:5]=1[Cl:11])=[O:3]. The yield is 0.680. (4) The reactants are [CH3:1][O:2][C:3]1[CH:28]=[CH:27][C:6]([CH2:7][N:8]2[C:12]3=[N:13][CH:14]=[CH:15][C:16]([O:17][C:18]4[CH:23]=[CH:22][C:21]([NH2:24])=[CH:20][C:19]=4[F:25])=[C:11]3[C:10](I)=[N:9]2)=[CH:5][CH:4]=1.[CH3:29][N:30]([CH3:36])[C@@H:31]1[CH2:35][CH2:34][NH:33][CH2:32]1.C1C=CC(P(C2C=CC3C(=CC=CC=3)C=2C2C3C(=CC=CC=3)C=CC=2P(C2C=CC=CC=2)C2C=CC=CC=2)C2C=CC=CC=2)=CC=1.CC([O-])(C)C.[Na+].C1OCCOCCOCCOCCOCCOC1. The catalyst is C1COCC1.ClCCl.C1C=CC(/C=C/C(/C=C/C2C=CC=CC=2)=O)=CC=1.C1C=CC(/C=C/C(/C=C/C2C=CC=CC=2)=O)=CC=1.[Pd]. The product is [NH2:24][C:21]1[CH:22]=[CH:23][C:18]([O:17][C:16]2[CH:15]=[CH:14][N:13]=[C:12]3[N:8]([CH2:7][C:6]4[CH:27]=[CH:28][C:3]([O:2][CH3:1])=[CH:4][CH:5]=4)[N:9]=[C:10]([N:33]4[CH2:34][CH2:35][C@@H:31]([N:30]([CH3:36])[CH3:29])[CH2:32]4)[C:11]=23)=[C:19]([F:25])[CH:20]=1. The yield is 0.840. (5) The reactants are C[O:2][C:3](=O)[C:4]1[CH:9]=[CH:8][CH:7]=[C:6]([N+:10]([O-])=O)[C:5]=1[CH2:13][N:14]=[N+]=[N-].C(O)C. The catalyst is [Pd].C(O)(=O)C. The product is [NH2:10][C:6]1[CH:7]=[CH:8][CH:9]=[C:4]2[C:5]=1[CH2:13][NH:14][C:3]2=[O:2]. The yield is 0.624. (6) The reactants are [F:1][C:2]1[CH:10]=[C:9]2[C:5]([C:6]([C:20]3[CH:21]=[N:22][N:23]([CH2:25][CH:26]4[CH2:31][CH2:30][N:29]([C:32]([O:34][C:35]([CH3:38])([CH3:37])[CH3:36])=[O:33])[CH2:28][CH2:27]4)[CH:24]=3)=[CH:7][N:8]2[S:11]([C:14]2[CH:19]=[CH:18][CH:17]=[CH:16][CH:15]=2)(=[O:13])=[O:12])=[CH:4][CH:3]=1.Cl.[F:40]C1C=C2C(=CC=1F)N(S(C1C=CC=CC=1)(=O)=O)C=C2C1C=NNC=1. No catalyst specified. The product is [F:40][C:3]1[CH:4]=[C:5]2[C:9](=[CH:10][C:2]=1[F:1])[N:8]([S:11]([C:14]1[CH:15]=[CH:16][CH:17]=[CH:18][CH:19]=1)(=[O:12])=[O:13])[CH:7]=[C:6]2[C:20]1[CH:21]=[N:22][N:23]([CH2:25][CH:26]2[CH2:27][CH2:28][N:29]([C:32]([O:34][C:35]([CH3:38])([CH3:37])[CH3:36])=[O:33])[CH2:30][CH2:31]2)[CH:24]=1. The yield is 0.780. (7) The reactants are [N+:1]([C:4]1[CH:5]=[CH:6][C:7]2[CH2:13][CH2:12][CH2:11][CH2:10][N:9]([C:14](=[O:16])[CH3:15])[C:8]=2[CH:17]=1)([O-])=O. The catalyst is CCO.[Pd]. The product is [NH2:1][C:4]1[CH:5]=[CH:6][C:7]2[CH2:13][CH2:12][CH2:11][CH2:10][N:9]([C:14](=[O:16])[CH3:15])[C:8]=2[CH:17]=1. The yield is 0.900. (8) The reactants are [N:1]1([CH2:7][CH2:8][O:9][C:10]2[CH:15]=[CH:14][C:13]([NH2:16])=[CH:12][CH:11]=2)[CH2:6][CH2:5][CH2:4][CH2:3][CH2:2]1.[CH3:17][C:18]1[CH:26]=[CH:25][CH:24]=[C:23]2[C:19]=1[C:20](=[CH:28]O)[C:21](=[O:27])[NH:22]2. No catalyst specified. The product is [CH3:17][C:18]1[CH:26]=[CH:25][CH:24]=[C:23]2[C:19]=1[C:20](=[CH:28][NH:16][C:13]1[CH:12]=[CH:11][C:10]([O:9][CH2:8][CH2:7][N:1]3[CH2:2][CH2:3][CH2:4][CH2:5][CH2:6]3)=[CH:15][CH:14]=1)[C:21](=[O:27])[NH:22]2. The yield is 0.490. (9) The reactants are [C:1]1([C:7]2[C:8]3[CH:18]=[CH:17][CH:16]=[CH:15][C:9]=3[NH:10][C:11](=[O:14])[CH2:12][N:13]=2)[CH:6]=[CH:5][CH:4]=[CH:3][CH:2]=1.Br[CH2:20][CH2:21][CH2:22][CH2:23][CH2:24][C:25]([O:27][CH2:28][CH3:29])=[O:26].C(=O)([O-])[O-].[K+].[K+]. The catalyst is CN(C=O)C. The product is [O:14]=[C:11]1[N:10]([CH2:20][CH2:21][CH2:22][CH2:23][CH2:24][C:25]([O:27][CH2:28][CH3:29])=[O:26])[C:9]2[CH:15]=[CH:16][CH:17]=[CH:18][C:8]=2[C:7]([C:1]2[CH:2]=[CH:3][CH:4]=[CH:5][CH:6]=2)=[N:13][CH2:12]1. The yield is 0.630. (10) The catalyst is O1CCOCC1.C(Cl)Cl.C1C=CC(P(C2C=CC=CC=2)[C-]2C=CC=C2)=CC=1.C1C=CC(P(C2C=CC=CC=2)[C-]2C=CC=C2)=CC=1.Cl[Pd]Cl.[Fe+2].C(Cl)Cl. The product is [C:36]([C:4]1[CH:3]=[C:2]([C:40]2[CH:41]=[CH:42][CH:43]=[CH:44][C:39]=2[F:38])[CH:7]=[CH:6][C:5]=1[N:8]1[CH2:13][CH2:12][O:11][C:10]2[CH:14]=[C:15]([S:18]([NH:21][C:22]3[S:23][CH:24]=[CH:25][N:26]=3)(=[O:19])=[O:20])[CH:16]=[CH:17][C:9]1=2)#[N:37]. The reactants are Br[C:2]1[CH:7]=[CH:6][C:5]([N:8]2[CH2:13][CH2:12][O:11][C:10]3[CH:14]=[C:15]([S:18]([N:21](CC4C=CC(OC)=CC=4)[C:22]4[S:23][CH:24]=[CH:25][N:26]=4)(=[O:20])=[O:19])[CH:16]=[CH:17][C:9]2=3)=[C:4]([C:36]#[N:37])[CH:3]=1.[F:38][C:39]1[CH:44]=[CH:43][CH:42]=[CH:41][C:40]=1B(O)O.P([O-])([O-])([O-])=O.[K+].[K+].[K+].O. The yield is 0.800.